From a dataset of Full USPTO retrosynthesis dataset with 1.9M reactions from patents (1976-2016). Predict the reactants needed to synthesize the given product. Given the product [C:40]([N:31]([C:32]1[CH:33]=[CH:34][C:35]([O:38][CH3:39])=[CH:36][CH:37]=1)[CH2:30][CH2:29][NH:28][S:25]([C:5]1[C:4]2[C:8](=[CH:9][CH:10]=[C:2]([Br:1])[CH:3]=2)[N:7]([S:11]([C:14]2[CH:19]=[CH:18][CH:17]=[CH:16][CH:15]=2)(=[O:12])=[O:13])[C:6]=1[C:20]([O:22][CH2:23][CH3:24])=[O:21])(=[O:26])=[O:27])(=[O:42])[CH3:41], predict the reactants needed to synthesize it. The reactants are: [Br:1][C:2]1[CH:3]=[C:4]2[C:8](=[CH:9][CH:10]=1)[N:7]([S:11]([C:14]1[CH:19]=[CH:18][CH:17]=[CH:16][CH:15]=1)(=[O:13])=[O:12])[C:6]([C:20]([O:22][CH2:23][CH3:24])=[O:21])=[C:5]2[S:25]([NH:28][CH2:29][CH2:30][NH:31][C:32]1[CH:37]=[CH:36][C:35]([O:38][CH3:39])=[CH:34][CH:33]=1)(=[O:27])=[O:26].[C:40](Cl)(=[O:42])[CH3:41].C(N(CC)CC)C.